This data is from Catalyst prediction with 721,799 reactions and 888 catalyst types from USPTO. The task is: Predict which catalyst facilitates the given reaction. (1) Reactant: [CH3:1][C:2]1[CH:7]=[CH:6][C:5]([OH:8])=[C:4]([N+:9]([O-:11])=[O:10])[CH:3]=1.CCN(CC)CC.[F:19][C:20]([F:33])([F:32])[S:21](O[S:21]([C:20]([F:33])([F:32])[F:19])(=[O:23])=[O:22])(=[O:23])=[O:22]. Product: [CH3:1][C:2]1[CH:7]=[CH:6][C:5]([O:8][S:21]([C:20]([F:33])([F:32])[F:19])(=[O:23])=[O:22])=[C:4]([N+:9]([O-:11])=[O:10])[CH:3]=1. The catalyst class is: 2. (2) The catalyst class is: 489. Reactant: O=[O+][O-].C([C:6](=P(C1C=CC=CC=1)(C1C=CC=CC=1)C1C=CC=CC=1)[C:7]([C@@H:9]([NH:14][C:15](=[O:37])[O:16][C@H:17]([C:22]1[O:23][C:24]([C:27]2[CH:32]=[CH:31][C:30]([C:33]([F:36])([F:35])[F:34])=[CH:29][CH:28]=2)=[N:25][N:26]=1)[C:18]([CH3:21])([CH3:20])[CH3:19])[CH2:10][CH2:11][CH2:12][CH3:13])=[O:8])#N.[NH2:57][N:58]1[CH2:62][CH2:61][O:60][C:59]1=[O:63].CS(C)=[O:66]. Product: [O:66]=[C:6]([NH:57][N:58]1[CH2:62][CH2:61][O:60][C:59]1=[O:63])[C:7]([C@@H:9]([NH:14][C:15](=[O:37])[O:16][C@H:17]([C:22]1[O:23][C:24]([C:27]2[CH:32]=[CH:31][C:30]([C:33]([F:36])([F:35])[F:34])=[CH:29][CH:28]=2)=[N:25][N:26]=1)[C:18]([CH3:20])([CH3:19])[CH3:21])[CH2:10][CH2:11][CH2:12][CH3:13])=[O:8]. (3) Reactant: [CH3:1][O:2][C:3](=[O:27])[CH2:4][C:5]1[CH:6]=[C:7]([C:13]2[CH:18]=[CH:17][C:16]([C:19]([F:22])([F:21])[F:20])=[CH:15][C:14]=2[CH2:23][NH:24][CH2:25][CH3:26])[C:8]([O:11][CH3:12])=[CH:9][CH:10]=1.C(N(CC)CC)C.Cl[C:36]([O:38][CH3:39])=[O:37]. Product: [CH3:1][O:2][C:3](=[O:27])[CH2:4][C:5]1[CH:6]=[C:7]([C:13]2[CH:18]=[CH:17][C:16]([C:19]([F:21])([F:20])[F:22])=[CH:15][C:14]=2[CH2:23][N:24]([CH2:25][CH3:26])[C:36]([O:38][CH3:39])=[O:37])[C:8]([O:11][CH3:12])=[CH:9][CH:10]=1. The catalyst class is: 2. (4) Reactant: [CH2:1]([O:3][C:4]([C:6]1[C:10]([C:11]2[CH:16]=[CH:15][CH:14]=[C:13]([O:17][CH3:18])[CH:12]=2)=[CH:9][S:8][C:7]=1[NH2:19])=[O:5])[CH3:2].[C:20]1(=O)[O:25][C:23](=[O:24])[C:22]2=[CH:26][CH:27]=[CH:28][CH:29]=[C:21]12. Product: [CH2:1]([O:3][C:4]([C:6]1[C:10]([C:11]2[CH:16]=[CH:15][CH:14]=[C:13]([O:17][CH3:18])[CH:12]=2)=[CH:9][S:8][C:7]=1[N:19]1[C:23](=[O:24])[C:22]2[C:21](=[CH:29][CH:28]=[CH:27][CH:26]=2)[C:20]1=[O:25])=[O:5])[CH3:2]. The catalyst class is: 15. (5) Reactant: C([N:8]1[CH2:13][CH2:12][CH:11]([CH2:14][O:15][C:16]2[C:28]([CH3:29])=[CH:27][C:19]([C:20]([O:22][C:23]([CH3:26])([CH3:25])[CH3:24])=[O:21])=[C:18]([F:30])[CH:17]=2)[CH2:10][CH2:9]1)C1C=CC=CC=1.C([O-])=O.[NH4+]. Product: [F:30][C:18]1[CH:17]=[C:16]([O:15][CH2:14][CH:11]2[CH2:10][CH2:9][NH:8][CH2:13][CH2:12]2)[C:28]([CH3:29])=[CH:27][C:19]=1[C:20]([O:22][C:23]([CH3:26])([CH3:25])[CH3:24])=[O:21]. The catalyst class is: 5. (6) Reactant: [F:1][C:2]1[CH:7]=[C:6]([CH3:8])[C:5]([S:9][CH2:10][C:11]([F:14])([F:13])[F:12])=[CH:4][C:3]=1[N:15]1[C:19]([C:20]([O:22][CH2:23][CH3:24])=[O:21])=[CH:18][C:17]([OH:25])=[N:16]1.C(=O)([O-])[O-].[K+].[K+].[F:32][C:33]([F:56])([F:55])[C:34]([F:54])([F:53])[C:35](F)(F)C(F)(F)S(O[CH2:35][C:34]([F:54])([F:53])[C:33]([F:56])([F:55])[F:32])(=O)=O. Product: [F:1][C:2]1[CH:7]=[C:6]([CH3:8])[C:5]([S:9][CH2:10][C:11]([F:12])([F:13])[F:14])=[CH:4][C:3]=1[N:15]1[C:19]([C:20]([O:22][CH2:23][CH3:24])=[O:21])=[CH:18][C:17]([O:25][CH2:35][C:34]([F:54])([F:53])[C:33]([F:56])([F:55])[F:32])=[N:16]1. The catalyst class is: 16.